This data is from Forward reaction prediction with 1.9M reactions from USPTO patents (1976-2016). The task is: Predict the product of the given reaction. Given the reactants [Br:1][C:2]1[CH:3]=[C:4]([CH:8]=[CH:9][CH:10]=1)[C:5]([OH:7])=O.[N:11]1[CH:16]=[CH:15][CH:14]=[C:13]([CH2:17][NH2:18])[CH:12]=1, predict the reaction product. The product is: [N:11]1[CH:16]=[CH:15][CH:14]=[C:13]([CH2:17][NH:18][C:5](=[O:7])[C:4]2[CH:8]=[CH:9][CH:10]=[C:2]([Br:1])[CH:3]=2)[CH:12]=1.